Dataset: CYP2C9 inhibition data for predicting drug metabolism from PubChem BioAssay. Task: Regression/Classification. Given a drug SMILES string, predict its absorption, distribution, metabolism, or excretion properties. Task type varies by dataset: regression for continuous measurements (e.g., permeability, clearance, half-life) or binary classification for categorical outcomes (e.g., BBB penetration, CYP inhibition). Dataset: cyp2c9_veith. (1) The drug is O=C(Nc1ccccc1)c1cc([N+](=O)[O-])ccc1Cl. The result is 1 (inhibitor). (2) The drug is CN(C)c1cc2c(Nc3ccc4c(cnn4Cc4ccccc4)c3)ncnc2cn1. The result is 1 (inhibitor). (3) The compound is Cc1nc(N)nc2ccccc12. The result is 0 (non-inhibitor). (4) The compound is CN[C@H](Cc1ccccc1)c1cccc(OC)c1O. The result is 0 (non-inhibitor). (5) The molecule is CC1CCc2c(C(=O)Nc3nccs3)csc2C1. The result is 1 (inhibitor). (6) The compound is Cn1c(CNS(=O)(=O)c2ccc(F)cc2)n[nH]c1=S. The result is 0 (non-inhibitor). (7) The drug is CNC(C)(C)Cc1ccccc1. The result is 0 (non-inhibitor). (8) The molecule is Cc1ccccc1-c1cncnc1NCCN1CCOCC1. The result is 0 (non-inhibitor).